From a dataset of Reaction yield outcomes from USPTO patents with 853,638 reactions. Predict the reaction yield, written as a fraction of the theoretical maximum amount of product (1.0 means a 100% yield; for example, 0.34 means a 34% yield). (1) The reactants are [CH3:1][N:2]1[C:7](=[O:8])[C:6]([NH:9][C:10]2[CH:19]=[C:13]3[CH2:14][N:15]([CH3:18])[CH2:16][CH2:17][N:12]3[N:11]=2)=[CH:5][C:4]([C:20]2[C:25]([CH:26]=[O:27])=[C:24]([N:28]3[C:40](=[O:41])[C:32]4[CH:33]=[C:34]5[N:39]([C:31]=4[CH:30]=[N:29]3)[CH2:38][CH2:37][CH2:36][CH2:35]5)[N:23]=[CH:22][CH:21]=2)=[CH:3]1.[BH4-].[Na+]. The catalyst is CO. The product is [OH:27][CH2:26][C:25]1[C:24]([N:28]2[C:40](=[O:41])[C:32]3[CH:33]=[C:34]4[N:39]([C:31]=3[CH:30]=[N:29]2)[CH2:38][CH2:37][CH2:36][CH2:35]4)=[N:23][CH:22]=[CH:21][C:20]=1[C:4]1[CH:5]=[C:6]([NH:9][C:10]2[CH:19]=[C:13]3[CH2:14][N:15]([CH3:18])[CH2:16][CH2:17][N:12]3[N:11]=2)[C:7](=[O:8])[N:2]([CH3:1])[CH:3]=1. The yield is 0.750. (2) The reactants are [CH2:1]([C:3]1[C:8](=[O:9])[NH:7][C:6]([CH3:10])=[C:5]([C:11]2[S:15][C:14]([S:16]([Cl:19])(=[O:18])=[O:17])=[CH:13][CH:12]=2)[CH:4]=1)[CH3:2].[O:20]1[C:24]2[CH:25]=[CH:26][C:27]([CH2:29][N:30]3[CH2:35][CH2:34][NH:33][CH2:32][CH2:31]3)=[CH:28][C:23]=2[O:22][CH2:21]1. No catalyst specified. The product is [ClH:19].[O:20]1[C:24]2[CH:25]=[CH:26][C:27]([CH2:29][N:30]3[CH2:31][CH2:32][N:33]([S:16]([C:14]4[S:15][C:11]([C:5]5[CH:4]=[C:3]([CH2:1][CH3:2])[C:8](=[O:9])[NH:7][C:6]=5[CH3:10])=[CH:12][CH:13]=4)(=[O:18])=[O:17])[CH2:34][CH2:35]3)=[CH:28][C:23]=2[O:22][CH2:21]1. The yield is 0.610. (3) The reactants are [CH3:1][C:2]1[C:11]([N+:12]([O-:14])=[O:13])=[CH:10][C:5]([C:6]([O:8][CH3:9])=[O:7])=[CH:4][C:3]=1[N+:15]([O-])=O. The catalyst is CO.C1CCCCC=1.[Pd]. The product is [NH2:15][C:3]1[CH:4]=[C:5]([CH:10]=[C:11]([N+:12]([O-:14])=[O:13])[C:2]=1[CH3:1])[C:6]([O:8][CH3:9])=[O:7]. The yield is 0.840. (4) The reactants are S(Cl)(Cl)=O.C(OCCC(O)=O)C.C(OCCC(Cl)=O)C.[CH2:21]([O:23][CH2:24][CH2:25][C:26]([N:28]=[C:29]=[S:30])=[O:27])[CH3:22].[CH3:31][O:32][C:33]1[CH:34]=[C:35]2[C:40](=[CH:41][C:42]=1[O:43][CH3:44])[N:39]=[CH:38][CH:37]=[C:36]2[O:45][C:46]1[CH:52]=[CH:51][C:49]([NH2:50])=[CH:48][CH:47]=1. The catalyst is C(O)C.C1(C)C=CC=CC=1. The product is [CH3:31][O:32][C:33]1[CH:34]=[C:35]2[C:40](=[CH:41][C:42]=1[O:43][CH3:44])[N:39]=[CH:38][CH:37]=[C:36]2[O:45][C:46]1[CH:47]=[CH:48][C:49]([NH:50][C:29]([NH:28][C:26](=[O:27])[CH2:25][CH2:24][O:23][CH2:21][CH3:22])=[S:30])=[CH:51][CH:52]=1. The yield is 0.720. (5) The reactants are [N+:1]([C:4]1[CH:14]=[CH:13][C:7]2[O:8][CH2:9][C:10](=[O:12])[NH:11][C:6]=2[CH:5]=1)([O-])=O. The catalyst is CO.[Pd]. The product is [NH2:1][C:4]1[CH:14]=[CH:13][C:7]2[O:8][CH2:9][C:10](=[O:12])[NH:11][C:6]=2[CH:5]=1. The yield is 0.560.